Dataset: Full USPTO retrosynthesis dataset with 1.9M reactions from patents (1976-2016). Task: Predict the reactants needed to synthesize the given product. Given the product [CH3:29][C:26]([O:25][C:23]([N:20]1[CH2:19][CH2:18][C:17]2[CH:30]=[CH:31][C:14]([O:13][C:10]3[N:11]=[CH:12][C:7]([C:5]([OH:6])=[O:4])=[CH:8][CH:9]=3)=[CH:15][C:16]=2[CH2:22][CH2:21]1)=[O:24])([CH3:27])[CH3:28], predict the reactants needed to synthesize it. The reactants are: [OH-].[Na+].C[O:4][C:5]([C:7]1[CH:8]=[CH:9][C:10]([O:13][C:14]2[CH:31]=[CH:30][C:17]3[CH2:18][CH2:19][N:20]([C:23]([O:25][C:26]([CH3:29])([CH3:28])[CH3:27])=[O:24])[CH2:21][CH2:22][C:16]=3[CH:15]=2)=[N:11][CH:12]=1)=[O:6].Cl.